Dataset: Full USPTO retrosynthesis dataset with 1.9M reactions from patents (1976-2016). Task: Predict the reactants needed to synthesize the given product. (1) Given the product [F:27][CH2:26][CH2:25][O:1][C:2]1[CH:3]=[CH:4][C:5]2[NH:6][C:7]3[C:12]([S:13][C:14]=2[CH:15]=1)=[CH:11][C:10]([N+:16]([O-:18])=[O:17])=[CH:9][CH:8]=3, predict the reactants needed to synthesize it. The reactants are: [OH:1][C:2]1[CH:3]=[CH:4][C:5]2[N:6](C(=O)C)[C:7]3[C:12]([S:13][C:14]=2[CH:15]=1)=[CH:11][C:10]([N+:16]([O-:18])=[O:17])=[CH:9][CH:8]=3.[H-].[Na+].Br[CH2:25][CH2:26][F:27]. (2) Given the product [Br:1][C:2]1[CH:3]=[CH:4][C:5]([C:8]2[CH2:12][CH:11]([CH2:13][NH:14][C:20](=[O:21])[O:22][C:23]([CH3:26])([CH3:25])[CH3:24])[O:10][N:9]=2)=[N:6][CH:7]=1, predict the reactants needed to synthesize it. The reactants are: [Br:1][C:2]1[CH:3]=[CH:4][C:5]([C:8]2[CH2:12][C@@H:11]([CH2:13][NH2:14])[O:10][N:9]=2)=[N:6][CH:7]=1.C(=O)(O)[O-].[Na+].[C:20](O[C:20]([O:22][C:23]([CH3:26])([CH3:25])[CH3:24])=[O:21])([O:22][C:23]([CH3:26])([CH3:25])[CH3:24])=[O:21].O. (3) Given the product [Cl:1][C:2]1[C:3]2[N:10]([CH2:12][CH3:13])[CH:9]=[CH:8][C:4]=2[N:5]=[CH:6][N:7]=1, predict the reactants needed to synthesize it. The reactants are: [Cl:1][C:2]1[C:3]2[NH:10][CH:9]=[CH:8][C:4]=2[N:5]=[CH:6][N:7]=1.Br[CH2:12][CH3:13].C(=O)([O-])[O-].[Cs+].[Cs+]. (4) The reactants are: [CH2:1]([O:8][NH:9][C@H:10]1[CH2:15][N:14](C(=O)C(F)(F)F)[C@H:13]([C:22]([O:24][C:25]([CH3:28])([CH3:27])[CH3:26])=[O:23])[CH2:12][CH2:11]1)[C:2]1[CH:7]=[CH:6][CH:5]=[CH:4][CH:3]=1.O.[OH-].[Na+].C(O)(=O)C. Given the product [CH2:1]([O:8][NH:9][C@H:10]1[CH2:15][NH:14][C@H:13]([C:22]([O:24][C:25]([CH3:28])([CH3:27])[CH3:26])=[O:23])[CH2:12][CH2:11]1)[C:2]1[CH:3]=[CH:4][CH:5]=[CH:6][CH:7]=1, predict the reactants needed to synthesize it. (5) Given the product [C:24]1([NH:30][C:31]2[N:33]=[CH:4][C:5]3[CH2:18][CH2:17][C:8]4[N:9]=[C:10]([NH2:12])[S:11][C:7]=4[C:6]=3[N:32]=2)[CH:29]=[CH:28][CH:27]=[CH:26][CH:25]=1, predict the reactants needed to synthesize it. The reactants are: CN([CH:4]=[C:5]1[CH2:18][CH2:17][C:8]2[N:9]=[C:10]([N:12]=CN(C)C)[S:11][C:7]=2[C:6]1=O)C.[N+]([O-])(O)=O.[C:24]1([NH:30][C:31]([NH2:33])=[NH:32])[CH:29]=[CH:28][CH:27]=[CH:26][CH:25]=1.[OH-].[Na+].